From a dataset of Reaction yield outcomes from USPTO patents with 853,638 reactions. Predict the reaction yield, written as a fraction of the theoretical maximum amount of product (1.0 means a 100% yield; for example, 0.34 means a 34% yield). (1) The reactants are [CH:1]1([C:4]([NH:6][C:7]2[N:8]=[C:9]3[CH:14]=[CH:13][C:12]([S:15][C:16]4[CH:24]=[CH:23][CH:22]=[CH:21][C:17]=4[C:18](O)=[O:19])=[N:11][N:10]3[CH:25]=2)=[O:5])[CH2:3][CH2:2]1.CN.O1CCCC1.F[P-](F)(F)(F)(F)F.[N:40]1(OC(N(C)C)=[N+](C)C)[C:44]2N=CC=CC=2N=N1. The catalyst is CN(C)C=O. The product is [CH:1]1([C:4]([NH:6][C:7]2[N:8]=[C:9]3[CH:14]=[CH:13][C:12]([S:15][C:16]4[CH:24]=[CH:23][CH:22]=[CH:21][C:17]=4[C:18]([NH:40][CH3:44])=[O:19])=[N:11][N:10]3[CH:25]=2)=[O:5])[CH2:2][CH2:3]1. The yield is 0.410. (2) The reactants are [CH:1]1[C:6]([OH:7])=[CH:5][CH:4]=[C:3]([CH3:8])[CH:2]=1.[H-].[Na+].Br[CH2:12][C:13]([CH3:24])=[CH:14][C:15]1[CH:20]=[CH:19][C:18]([CH:21]([CH3:23])[CH3:22])=[CH:17][CH:16]=1.O. The catalyst is CN(C=O)C. The product is [CH:21]([C:18]1[CH:17]=[CH:16][C:15]([CH:14]=[C:13]([CH3:24])[CH2:12][O:7][C:6]2[CH:5]=[CH:4][C:3]([CH3:8])=[CH:2][CH:1]=2)=[CH:20][CH:19]=1)([CH3:23])[CH3:22]. The yield is 0.910. (3) The reactants are Br[C:2]1[C:3]([CH3:16])=[C:4]([O:13][CH2:14][CH3:15])[C:5]2[O:9][CH:8]([CH3:10])[CH2:7][C:6]=2[C:11]=1[CH3:12].[F:17][C:18]1[CH:23]=[CH:22][C:21]([N:24]2[CH2:29][CH2:28][NH:27][CH2:26][CH2:25]2)=[CH:20][CH:19]=1. No catalyst specified. The product is [CH2:14]([O:13][C:4]1[C:5]2[O:9][CH:8]([CH3:10])[CH2:7][C:6]=2[C:11]([CH3:12])=[C:2]([N:27]2[CH2:26][CH2:25][N:24]([C:21]3[CH:20]=[CH:19][C:18]([F:17])=[CH:23][CH:22]=3)[CH2:29][CH2:28]2)[C:3]=1[CH3:16])[CH3:15]. The yield is 0.610.